Dataset: Forward reaction prediction with 1.9M reactions from USPTO patents (1976-2016). Task: Predict the product of the given reaction. Given the reactants [Cl:1][C:2]1[C:18]([Cl:19])=[CH:17][C:5]([O:6][C:7]2[CH:12]=[C:11]([O:13][CH2:14][CH2:15][NH2:16])[CH:10]=[CH:9][N:8]=2)=[C:4]([I:20])[CH:3]=1.CCN(CC)CC.Cl[CH2:29][CH2:30][S:31](Cl)(=[O:33])=[O:32], predict the reaction product. The product is: [Cl:1][C:2]1[C:18]([Cl:19])=[CH:17][C:5]([O:6][C:7]2[CH:12]=[C:11]([O:13][CH2:14][CH2:15][NH:16][S:31]([CH:30]=[CH2:29])(=[O:33])=[O:32])[CH:10]=[CH:9][N:8]=2)=[C:4]([I:20])[CH:3]=1.